From a dataset of Forward reaction prediction with 1.9M reactions from USPTO patents (1976-2016). Predict the product of the given reaction. (1) The product is: [Cl:14][C:15]1[CH:16]=[C:17]2[C:21](=[CH:22][CH:23]=1)[NH:20][C:19](=[O:24])[C:18]2=[CH:11][C:8]1[NH:9][CH:10]=[C:6]([CH2:5][CH2:4][C:1]([OH:3])=[O:2])[C:7]=1[CH3:13]. Given the reactants [C:1]([CH2:4][CH2:5][C:6]1[C:7]([CH3:13])=[C:8]([CH:11]=O)[NH:9][CH:10]=1)([OH:3])=[O:2].[Cl:14][C:15]1[CH:16]=[C:17]2[C:21](=[CH:22][CH:23]=1)[NH:20][C:19](=[O:24])[CH2:18]2.N1CCCCC1, predict the reaction product. (2) The product is: [CH2:1]([O:8][C:9]1[C:18]([C:19]([OH:41])=[O:20])=[C:17]2[C:12]([C:13](=[O:32])[C:14]([CH3:31])=[C:15]([CH:21]3[CH2:26][CH2:25][N:24]([C:27](=[O:30])[CH2:28][CH3:29])[CH2:23][CH2:22]3)[O:16]2)=[CH:11][CH:10]=1)[C:2]1[CH:7]=[CH:6][CH:5]=[CH:4][CH:3]=1. Given the reactants [CH2:1]([O:8][C:9]1[C:18]([CH:19]=[O:20])=[C:17]2[C:12]([C:13](=[O:32])[C:14]([CH3:31])=[C:15]([CH:21]3[CH2:26][CH2:25][N:24]([C:27](=[O:30])[CH2:28][CH3:29])[CH2:23][CH2:22]3)[O:16]2)=[CH:11][CH:10]=1)[C:2]1[CH:7]=[CH:6][CH:5]=[CH:4][CH:3]=1.CC(=CC)C.O.O.P([O-])(O)(O)=[O:41].[Na+].Cl([O-])=O.[Na+].Cl, predict the reaction product. (3) Given the reactants [Br:1][C:2]1[CH:7]=[CH:6][C:5]([C:8]#[CH:9])=[CH:4][CH:3]=1.[Cl:10][C:11]1[CH:18]=[CH:17][CH:16]=[CH:15][C:12]=1[CH2:13][SH:14].[Na], predict the reaction product. The product is: [Br:1][C:2]1[CH:7]=[CH:6][C:5](/[CH:8]=[CH:9]\[CH:13]([S:14][CH:13](/[CH:9]=[CH:8]\[C:5]2[CH:6]=[CH:7][C:2]([Br:1])=[CH:3][CH:4]=2)[C:12]2[CH:15]=[CH:16][CH:17]=[CH:18][C:11]=2[Cl:10])[C:12]2[CH:15]=[CH:16][CH:17]=[CH:18][C:11]=2[Cl:10])=[CH:4][CH:3]=1. (4) The product is: [ClH:33].[ClH:33].[CH2:14]([N:3]([CH2:1][CH3:2])[C:4]1[CH:5]=[CH:6][C:7]([NH2:11])=[C:8]([CH3:10])[N:9]=1)[CH3:15]. Given the reactants [CH2:1]([N:3]([CH2:14][CH3:15])[C:4]1[N:9]=[C:8]([CH3:10])[C:7]([N+:11]([O-])=O)=[CH:6][CH:5]=1)[CH3:2].CO.C(N(C1C=CN=C(C)C=1[N+]([O-])=O)CC)C.[ClH:33], predict the reaction product. (5) Given the reactants [Cl:1][C:2]1[C:3]([O:22][C:23]([F:32])([F:31])[CH:24]([F:30])[O:25][C:26]([F:29])([F:28])[F:27])=[N:4][N:5]([C:8]2[CH:13]=[C:12]([S:14][CH2:15][C:16]([F:19])([F:18])[F:17])[C:11]([CH3:20])=[CH:10][C:9]=2[F:21])[C:6]=1[Cl:7].ClC1C=CC=C(C(OO)=[O:41])C=1, predict the reaction product. The product is: [Cl:1][C:2]1[C:3]([O:22][C:23]([F:32])([F:31])[CH:24]([F:30])[O:25][C:26]([F:27])([F:28])[F:29])=[N:4][N:5]([C:8]2[CH:13]=[C:12]([S:14]([CH2:15][C:16]([F:19])([F:18])[F:17])=[O:41])[C:11]([CH3:20])=[CH:10][C:9]=2[F:21])[C:6]=1[Cl:7]. (6) Given the reactants [NH2:1][C:2]([CH2:7][CH3:8])([CH2:5][OH:6])[CH2:3][OH:4].C(N(CC)C(C)C)(C)C.[C:18]([O:22][C:23](O[C:23]([O:22][C:18]([CH3:21])([CH3:20])[CH3:19])=[O:24])=[O:24])([CH3:21])([CH3:20])[CH3:19].[OH-].[Na+], predict the reaction product. The product is: [C:18]([O:22][C:23](=[O:24])[NH:1][C:2]([CH2:5][OH:6])([CH2:3][OH:4])[CH2:7][CH3:8])([CH3:21])([CH3:20])[CH3:19]. (7) Given the reactants S([O-])([O-])(=O)=O.S([O-])([O-])(=O)=O.[Al+3].S([O-])([O-])(=O)=O.S([O-])([O-])(=O)=[O:18].[Al+3].[F:23][C:24]1[C:29]([B:30](C2C(F)=C(F)C(F)=C(F)C=2F)[C:31]2[C:36]([F:37])=[C:35]([F:38])[C:34]([F:39])=[C:33]([F:40])[C:32]=2[F:41])=[C:28]([F:53])[C:27]([F:54])=[C:26]([F:55])[C:25]=1[F:56], predict the reaction product. The product is: [F:23][C:24]1[C:29]([B:30]([C:31]2[C:36]([F:37])=[C:35]([F:38])[C:34]([F:39])=[C:33]([F:40])[C:32]=2[F:41])[OH:18])=[C:28]([F:53])[C:27]([F:54])=[C:26]([F:55])[C:25]=1[F:56]. (8) Given the reactants [C:1]([S:5]([CH2:8][C@@H:9]([N:12]1[C@H:17]([C:18]2[CH:23]=[CH:22][C:21]([Cl:24])=[CH:20][CH:19]=2)[C@@H:16]([C:25]2[CH:30]=[CH:29][CH:28]=[C:27]([Cl:31])[CH:26]=2)[O:15][C@@H:14]([CH2:32][C:33](OC)=[O:34])[C:13]1=[O:37])[CH2:10][CH3:11])(=[O:7])=[O:6])([CH3:4])([CH3:3])[CH3:2].[Li+].[B-](CC)(CC)CC.CO, predict the reaction product. The product is: [C:1]([S:5]([CH2:8][C@@H:9]([N:12]1[C@H:17]([C:18]2[CH:23]=[CH:22][C:21]([Cl:24])=[CH:20][CH:19]=2)[C@@H:16]([C:25]2[CH:30]=[CH:29][CH:28]=[C:27]([Cl:31])[CH:26]=2)[O:15][C@@H:14]([CH2:32][CH2:33][OH:34])[C:13]1=[O:37])[CH2:10][CH3:11])(=[O:7])=[O:6])([CH3:2])([CH3:3])[CH3:4].